Dataset: Full USPTO retrosynthesis dataset with 1.9M reactions from patents (1976-2016). Task: Predict the reactants needed to synthesize the given product. (1) The reactants are: COC([C:5]1([CH2:21][C:22]2[CH:27]=[CH:26][C:25]([Cl:28])=[CH:24][CH:23]=2)[CH2:9][CH2:8][C:7]([CH2:15][O:16][CH2:17][O:18][CH3:19])([CH2:10][O:11][CH2:12][O:13][CH3:14])[C:6]1=[O:20])=O.C(N(CC)CC)C.Cl.C(N(CC)CC)C.O.C(=O)(O)[O-].[Na+]. Given the product [Cl:28][C:25]1[CH:24]=[CH:23][C:22]([CH2:21][CH:5]2[C:6](=[O:20])[C:7]([CH2:10][O:11][CH2:12][O:13][CH3:14])([CH2:15][O:16][CH2:17][O:18][CH3:19])[CH2:8][CH2:9]2)=[CH:27][CH:26]=1, predict the reactants needed to synthesize it. (2) Given the product [O:10]([C:4]1[CH:3]=[CH:2][C:9]([B:32]2[O:36][C:35]([CH3:38])([CH3:37])[C:34]([CH3:40])([CH3:39])[O:33]2)=[CH:8][C:5]=1[CH:6]=[O:7])[C:11]1[CH:16]=[CH:15][CH:14]=[CH:13][CH:12]=1, predict the reactants needed to synthesize it. The reactants are: Br[C:2]1[CH:9]=[CH:8][C:5]([CH:6]=[O:7])=[C:4]([O:10][C:11]2[CH:16]=[CH:15][CH:14]=[CH:13][CH:12]=2)[CH:3]=1.O(C1C=CC([B:32]2[O:36][C:35]([CH3:38])([CH3:37])[C:34]([CH3:40])([CH3:39])[O:33]2)=CC=1C#N)C1C=CC=CC=1.CO[C@@H]1[C@@H](C(OC)=O)[C@@H]2[C@@H](CN3[C@H](C2)C2NC4C=C(OC)C=CC=4C=2CC3)C[C@H]1OC(C1C=C(OC)C(OC)=C(OC)C=1)=O. (3) Given the product [F:1][C:2]1[CH:7]=[C:6]([C:8]([F:9])([F:11])[F:10])[CH:5]=[CH:4][C:3]=1[C:12]1[C:21]2[CH2:20][CH2:19][CH2:18][C@@H:17]([NH:22][C:23](=[O:25])[CH3:24])[C:16]=2[CH:15]=[N:14][CH:13]=1, predict the reactants needed to synthesize it. The reactants are: [F:1][C:2]1[CH:7]=[C:6]([C:8]([F:11])([F:10])[F:9])[CH:5]=[CH:4][C:3]=1[C:12]1[C:21]2[CH2:20][CH2:19][CH2:18][C@@H:17]([NH2:22])[C:16]=2[CH:15]=[N:14][CH:13]=1.[C:23](O)(=[O:25])[CH3:24].